This data is from Full USPTO retrosynthesis dataset with 1.9M reactions from patents (1976-2016). The task is: Predict the reactants needed to synthesize the given product. (1) Given the product [OH:1][CH:2]1[CH2:8][C:9]2[C:14](=[CH:13][CH:12]=[C:11]([O:18][CH3:19])[N:10]=2)[NH:15][C:3]1=[O:4], predict the reactants needed to synthesize it. The reactants are: [OH:1][CH:2]([CH2:8][C:9]1[C:14]([N+:15]([O-])=O)=[CH:13][CH:12]=[C:11]([O:18][CH3:19])[N:10]=1)[C:3](OCC)=[O:4].[H][H]. (2) Given the product [CH3:26][N:5]([CH3:4])[S:6]([N:9]1[CH:13]=[C:12]([CH2:14][C:15]([CH3:19])([CH3:18])[CH2:16][CH3:17])[N:11]=[C:10]1[CH2:20][CH2:21][C:22]([OH:24])=[O:23])(=[O:7])=[O:8], predict the reactants needed to synthesize it. The reactants are: O.[OH-].[Li+].[CH3:4][N:5]([CH3:26])[S:6]([N:9]1[CH:13]=[C:12]([CH2:14][C:15]([CH3:19])([CH3:18])[CH2:16][CH3:17])[N:11]=[C:10]1[CH2:20][CH2:21][C:22]([O:24]C)=[O:23])(=[O:8])=[O:7]. (3) The reactants are: [NH2:1][NH:2][C:3]([C:5]1[C:10]([CH3:11])=[CH:9][CH:8]=[CH:7][N:6]=1)=[NH:4].[CH3:12][O:13][C:14]1[CH:21]=[CH:20][C:17]([CH:18]=O)=[C:16]([OH:22])[CH:15]=1. Given the product [CH3:12][O:13][C:14]1[CH:21]=[CH:20][C:17]([C:18]2[NH:1][N:2]=[C:3]([C:5]3[C:10]([CH3:11])=[CH:9][CH:8]=[CH:7][N:6]=3)[N:4]=2)=[C:16]([OH:22])[CH:15]=1, predict the reactants needed to synthesize it. (4) Given the product [C:1]([O:5][C:6](=[O:18])[NH:7][C@@H:8]1[CH2:10][C@H:9]1[C:11]1[CH:16]=[CH:15][C:14]([NH:17][C:19](=[O:21])[CH3:20])=[CH:13][CH:12]=1)([CH3:4])([CH3:2])[CH3:3], predict the reactants needed to synthesize it. The reactants are: [C:1]([O:5][C:6](=[O:18])[NH:7][C@@H:8]1[CH2:10][C@H:9]1[C:11]1[CH:16]=[CH:15][C:14]([NH2:17])=[CH:13][CH:12]=1)([CH3:4])([CH3:3])[CH3:2].[C:19](Cl)(=[O:21])[CH3:20].